Dataset: NCI-60 drug combinations with 297,098 pairs across 59 cell lines. Task: Regression. Given two drug SMILES strings and cell line genomic features, predict the synergy score measuring deviation from expected non-interaction effect. (1) Drug 1: CC(CN1CC(=O)NC(=O)C1)N2CC(=O)NC(=O)C2. Drug 2: CC1C(C(=O)NC(C(=O)N2CCCC2C(=O)N(CC(=O)N(C(C(=O)O1)C(C)C)C)C)C(C)C)NC(=O)C3=C4C(=C(C=C3)C)OC5=C(C(=O)C(=C(C5=N4)C(=O)NC6C(OC(=O)C(N(C(=O)CN(C(=O)C7CCCN7C(=O)C(NC6=O)C(C)C)C)C)C(C)C)C)N)C. Cell line: HT29. Synergy scores: CSS=33.6, Synergy_ZIP=-5.82, Synergy_Bliss=0.456, Synergy_Loewe=0.503, Synergy_HSA=0.578. (2) Drug 1: C1=CC(=CC=C1CCC2=CNC3=C2C(=O)NC(=N3)N)C(=O)NC(CCC(=O)O)C(=O)O. Drug 2: CCC1=C2CN3C(=CC4=C(C3=O)COC(=O)C4(CC)O)C2=NC5=C1C=C(C=C5)O. Cell line: HCT-15. Synergy scores: CSS=60.6, Synergy_ZIP=-1.58, Synergy_Bliss=-3.97, Synergy_Loewe=-1.39, Synergy_HSA=-0.265. (3) Drug 1: C1=C(C(=O)NC(=O)N1)F. Drug 2: C1CC(C1)(C(=O)O)C(=O)O.[NH2-].[NH2-].[Pt+2]. Cell line: KM12. Synergy scores: CSS=26.8, Synergy_ZIP=-10.6, Synergy_Bliss=-20.1, Synergy_Loewe=-25.9, Synergy_HSA=-17.7. (4) Drug 1: C1C(C(OC1N2C=NC3=C(N=C(N=C32)Cl)N)CO)O. Drug 2: CC1C(C(CC(O1)OC2CC(CC3=C2C(=C4C(=C3O)C(=O)C5=C(C4=O)C(=CC=C5)OC)O)(C(=O)CO)O)N)O.Cl. Cell line: HOP-92. Synergy scores: CSS=50.5, Synergy_ZIP=-3.77, Synergy_Bliss=1.80, Synergy_Loewe=2.09, Synergy_HSA=5.28. (5) Drug 1: CC12CCC3C(C1CCC2O)C(CC4=C3C=CC(=C4)O)CCCCCCCCCS(=O)CCCC(C(F)(F)F)(F)F. Drug 2: C1=NNC2=C1C(=O)NC=N2. Cell line: MOLT-4. Synergy scores: CSS=-6.16, Synergy_ZIP=0.595, Synergy_Bliss=-3.25, Synergy_Loewe=-7.55, Synergy_HSA=-6.80. (6) Drug 1: C1=NC(=NC(=O)N1C2C(C(C(O2)CO)O)O)N. Drug 2: COC1=C2C(=CC3=C1OC=C3)C=CC(=O)O2. Cell line: UO-31. Synergy scores: CSS=18.8, Synergy_ZIP=-3.00, Synergy_Bliss=4.44, Synergy_Loewe=-2.77, Synergy_HSA=0.803. (7) Drug 1: CC1=C(N=C(N=C1N)C(CC(=O)N)NCC(C(=O)N)N)C(=O)NC(C(C2=CN=CN2)OC3C(C(C(C(O3)CO)O)O)OC4C(C(C(C(O4)CO)O)OC(=O)N)O)C(=O)NC(C)C(C(C)C(=O)NC(C(C)O)C(=O)NCCC5=NC(=CS5)C6=NC(=CS6)C(=O)NCCC[S+](C)C)O. Drug 2: CNC(=O)C1=NC=CC(=C1)OC2=CC=C(C=C2)NC(=O)NC3=CC(=C(C=C3)Cl)C(F)(F)F. Cell line: NCIH23. Synergy scores: CSS=35.8, Synergy_ZIP=3.77, Synergy_Bliss=3.39, Synergy_Loewe=-36.0, Synergy_HSA=-0.378.